From a dataset of Peptide-MHC class I binding affinity with 185,985 pairs from IEDB/IMGT. Regression. Given a peptide amino acid sequence and an MHC pseudo amino acid sequence, predict their binding affinity value. This is MHC class I binding data. The peptide sequence is RAIRGEQLLS. The MHC is Mamu-B08 with pseudo-sequence Mamu-B08. The binding affinity (normalized) is 0.188.